This data is from Forward reaction prediction with 1.9M reactions from USPTO patents (1976-2016). The task is: Predict the product of the given reaction. (1) Given the reactants Cl[C:2]1[N:11]=[C:10]([NH:12][CH2:13][C:14]2[CH:19]=[CH:18][CH:17]=[CH:16][N:15]=2)[C:9]2[C:4](=[CH:5][CH:6]=[CH:7][C:8]=2[C:20]2[CH:25]=[CH:24][CH:23]=[CH:22][CH:21]=2)[N:3]=1.[CH2:26](C([Sn])=C(CCCC)CCCC)[CH2:27]CC, predict the reaction product. The product is: [C:20]1([C:8]2[CH:7]=[CH:6][CH:5]=[C:4]3[C:9]=2[C:10]([NH:12][CH2:13][C:14]2[CH:19]=[CH:18][CH:17]=[CH:16][N:15]=2)=[N:11][C:2]([CH:26]=[CH2:27])=[N:3]3)[CH:25]=[CH:24][CH:23]=[CH:22][CH:21]=1. (2) Given the reactants [F:1][C:2]1[CH:3]=[C:4](Br)[CH:5]=[C:6]([F:9])[C:7]=1[F:8].[Mg].CN([CH:15]=[O:16])C.Cl, predict the reaction product. The product is: [F:1][C:2]1[CH:3]=[C:4]([CH:5]=[C:6]([F:9])[C:7]=1[F:8])[CH:15]=[O:16]. (3) Given the reactants [CH3:1][O:2][C:3]1[CH:4]=[CH:5][C:6]2[S:10][C:9]([CH3:11])=[N:8][C:7]=2[CH:12]=1.Cl[C:14]1C=C[C:17]([N+:20]([O-:22])=[O:21])=[CH:16][C:15]=1[N+]([O-])=O.[OH-].[Na+], predict the reaction product. The product is: [CH3:1][O:2][C:3]1[CH:4]=[CH:5][C:6]2[S:10][C:9]3[C:14](=[CH:15][CH:16]=[C:17]([N+:20]([O-:22])=[O:21])[CH:11]=3)[NH:8][C:7]=2[CH:12]=1. (4) Given the reactants [ClH:1].[F:2][C:3]([F:11])([F:10])[CH:4]1[CH2:9][CH2:8][NH:7][CH2:6][CH2:5]1.C(=O)([O-])[O-].[K+].[K+].Br[CH2:19][CH2:20][CH2:21]O, predict the reaction product. The product is: [ClH:1].[Cl:1][CH2:19][CH2:20][CH2:21][N:7]1[CH2:8][CH2:9][CH:4]([C:3]([F:11])([F:10])[F:2])[CH2:5][CH2:6]1. (5) Given the reactants Cl[C:2]1[N:7]=[C:6]([C:8]2[CH:13]=[CH:12][CH:11]=[C:10]([CH:14]([O:17][CH3:18])[O:15][CH3:16])[CH:9]=2)[CH:5]=[CH:4][N:3]=1.[NH2:19][CH2:20][CH2:21][C:22]1[CH:27]=[CH:26][C:25]([OH:28])=[CH:24][CH:23]=1, predict the reaction product. The product is: [CH3:16][O:15][CH:14]([O:17][CH3:18])[C:10]1[CH:9]=[C:8]([C:6]2[CH:5]=[CH:4][N:3]=[C:2]([NH:19][CH2:20][CH2:21][C:22]3[CH:27]=[CH:26][C:25]([OH:28])=[CH:24][CH:23]=3)[N:7]=2)[CH:13]=[CH:12][CH:11]=1. (6) Given the reactants [NH2:1][C:2]1[CH:3]=[C:4]2[C:9](=[C:10]([Cl:12])[CH:11]=1)[N:8]=[CH:7][C:6]([C:13]#[N:14])=[C:5]2[NH:15][C:16]1[CH:21]=[CH:20][C:19]([F:22])=[C:18]([Cl:23])[CH:17]=1.ClC(Cl)C.[CH:28]([CH:30]1[CH2:35][CH2:34][N:33]([C:36]([O:38][C:39]([CH3:42])([CH3:41])[CH3:40])=[O:37])[CH2:32][CH2:31]1)=O.C(O[BH-](OC(=O)C)OC(=O)C)(=O)C.[Na+], predict the reaction product. The product is: [Cl:12][C:10]1[CH:11]=[C:2]([NH:1][CH2:28][CH:30]2[CH2:35][CH2:34][N:33]([C:36]([O:38][C:39]([CH3:40])([CH3:42])[CH3:41])=[O:37])[CH2:32][CH2:31]2)[CH:3]=[C:4]2[C:9]=1[N:8]=[CH:7][C:6]([C:13]#[N:14])=[C:5]2[NH:15][C:16]1[CH:21]=[CH:20][C:19]([F:22])=[C:18]([Cl:23])[CH:17]=1. (7) Given the reactants [Cl:1][C:2]1[CH:7]=[CH:6][N:5]=[C:4]([NH2:8])[C:3]=1[N+:9]([O-:11])=[O:10].[Cl:12]N1C(=O)CCC1=O, predict the reaction product. The product is: [Cl:1][C:2]1[C:7]([Cl:12])=[CH:6][N:5]=[C:4]([NH2:8])[C:3]=1[N+:9]([O-:11])=[O:10]. (8) The product is: [CH3:1][O:2][C:3]1[CH:4]=[C:5]2[C:9](=[CH:10][CH:11]=1)[N:8]([CH2:12][CH2:13][C:14]1[CH:18]=[CH:17][S:16][CH:15]=1)[CH:7]=[C:6]2[CH:19]1[CH2:24][CH2:23][N:22]([CH2:34][C:30]2[CH:29]=[C:28]([CH:33]=[CH:32][CH:31]=2)[C:27]([OH:36])=[O:26])[CH2:21][CH2:20]1. Given the reactants [CH3:1][O:2][C:3]1[CH:4]=[C:5]2[C:9](=[CH:10][CH:11]=1)[N:8]([CH2:12][CH2:13][C:14]1[CH:18]=[CH:17][S:16][CH:15]=1)[CH:7]=[C:6]2[CH:19]1[CH2:24][CH2:23][NH:22][CH2:21][CH2:20]1.C[O:26][C:27](=[O:36])[C:28]1[CH:33]=[CH:32][CH:31]=[C:30]([CH2:34]Br)[CH:29]=1, predict the reaction product.